From a dataset of Peptide-MHC class I binding affinity with 185,985 pairs from IEDB/IMGT. Regression. Given a peptide amino acid sequence and an MHC pseudo amino acid sequence, predict their binding affinity value. This is MHC class I binding data. (1) The peptide sequence is EEVVENPTI. The MHC is HLA-B44:02 with pseudo-sequence HLA-B44:02. The binding affinity (normalized) is 0.222. (2) The peptide sequence is DAAARVTAIL. The MHC is Patr-B0101 with pseudo-sequence Patr-B0101. The binding affinity (normalized) is 0.470. (3) The peptide sequence is DIVRVFNEY. The MHC is HLA-B48:01 with pseudo-sequence HLA-B48:01. The binding affinity (normalized) is 0.0847. (4) The peptide sequence is SVANRSKQK. The MHC is HLA-B54:01 with pseudo-sequence HLA-B54:01. The binding affinity (normalized) is 0. (5) The peptide sequence is YFESYVRPFV. The MHC is HLA-A24:02 with pseudo-sequence HLA-A24:02. The binding affinity (normalized) is 0.125. (6) The peptide sequence is ALLSCLTTPA. The MHC is HLA-A02:03 with pseudo-sequence HLA-A02:03. The binding affinity (normalized) is 0.506. (7) The peptide sequence is EIIFYHPTF. The MHC is HLA-A26:01 with pseudo-sequence HLA-A26:01. The binding affinity (normalized) is 0.382. (8) The peptide sequence is HLTWSHAGY. The MHC is HLA-A30:01 with pseudo-sequence HLA-A30:01. The binding affinity (normalized) is 0.0847. (9) The peptide sequence is DILSGIFSNPHP. The MHC is HLA-A02:02 with pseudo-sequence HLA-A02:02. The binding affinity (normalized) is 0.475. (10) The peptide sequence is GLYPAQIKA. The MHC is HLA-A02:11 with pseudo-sequence HLA-A02:11. The binding affinity (normalized) is 0.677.